Dataset: Peptide-MHC class I binding affinity with 185,985 pairs from IEDB/IMGT. Task: Regression. Given a peptide amino acid sequence and an MHC pseudo amino acid sequence, predict their binding affinity value. This is MHC class I binding data. (1) The peptide sequence is EIPYVNEV. The MHC is Mamu-A01 with pseudo-sequence Mamu-A01. The binding affinity (normalized) is 0. (2) The peptide sequence is FLNISWFYI. The MHC is HLA-A02:03 with pseudo-sequence HLA-A02:03. The binding affinity (normalized) is 0.962. (3) The peptide sequence is YAYNSSLLY. The MHC is HLA-B51:01 with pseudo-sequence HLA-B51:01. The binding affinity (normalized) is 0.0847. (4) The peptide sequence is VLAEAMSQV. The MHC is HLA-A02:02 with pseudo-sequence HLA-A02:02. The binding affinity (normalized) is 0.918. (5) The peptide sequence is QFANVISKIY. The MHC is HLA-A31:01 with pseudo-sequence HLA-A31:01. The binding affinity (normalized) is 0.349. (6) The peptide sequence is PISELSRLR. The MHC is HLA-A33:01 with pseudo-sequence HLA-A33:01. The binding affinity (normalized) is 0.369. (7) The peptide sequence is LYVAGVPEL. The MHC is HLA-A80:01 with pseudo-sequence HLA-A80:01. The binding affinity (normalized) is 0.0847. (8) The peptide sequence is KSLRAEQTDAA. The MHC is Mamu-A01 with pseudo-sequence Mamu-A01. The binding affinity (normalized) is 0. (9) The peptide sequence is IIDFLEGAL. The MHC is HLA-A02:01 with pseudo-sequence HLA-A02:01. The binding affinity (normalized) is 0.369. (10) The peptide sequence is SHLGPQFCK. The MHC is HLA-A11:01 with pseudo-sequence HLA-A11:01. The binding affinity (normalized) is 0.459.